Task: Regression. Given a peptide amino acid sequence and an MHC pseudo amino acid sequence, predict their binding affinity value. This is MHC class II binding data.. Dataset: Peptide-MHC class II binding affinity with 134,281 pairs from IEDB The peptide sequence is LVKYEGDTMAEVELR. The binding affinity (normalized) is 0. The MHC is DRB3_0202 with pseudo-sequence DRB3_0202.